Dataset: Forward reaction prediction with 1.9M reactions from USPTO patents (1976-2016). Task: Predict the product of the given reaction. (1) Given the reactants [C:1]([OH:12])(=[O:11])[C:2]1[CH:10]=[CH:9][C:7]([OH:8])=[C:4]([O:5][CH3:6])[CH:3]=1.C(=O)([O-])[O-].[Cs+].[Cs+].Br[CH2:20][CH2:21][CH2:22][CH2:23][O:24][N+:25]([O-:27])=[O:26], predict the reaction product. The product is: [OH:8][C:7]1[CH:9]=[CH:10][C:2]([C:1]([O:12][CH2:20][CH2:21][CH2:22][CH2:23][O:24][N+:25]([O-:27])=[O:26])=[O:11])=[CH:3][C:4]=1[O:5][CH3:6]. (2) Given the reactants [CH2:1]([O:3][CH:4]([CH2:10][C:11]1[CH:16]=[CH:15][CH:14]=[C:13]([CH2:17][CH2:18][OH:19])[CH:12]=1)[C:5]([O:7]CC)=[O:6])[CH3:2].[C:20]1([N:26]=[C:27]=[O:28])[CH:25]=[CH:24][CH:23]=[CH:22][CH:21]=1, predict the reaction product. The product is: [NH:26]([C:27]([O:19][CH2:18][CH2:17][C:13]1[CH:12]=[C:11]([CH2:10][CH:4]([O:3][CH2:1][CH3:2])[C:5]([OH:7])=[O:6])[CH:16]=[CH:15][CH:14]=1)=[O:28])[C:20]1[CH:25]=[CH:24][CH:23]=[CH:22][CH:21]=1. (3) Given the reactants [Br:1][C:2]1[CH:3]=[C:4]([CH:9]=[C:10]([O:12][CH3:13])[CH:11]=1)[C:5](OC)=[O:6].[H-].[Al+3].[Li+].[H-].[H-].[H-], predict the reaction product. The product is: [Br:1][C:2]1[CH:3]=[C:4]([CH:9]=[C:10]([O:12][CH3:13])[CH:11]=1)[CH2:5][OH:6]. (4) Given the reactants [CH2:1]([O:3][C:4](=[O:17])[CH:5]([NH2:16])[C:6]1[CH:11]=[CH:10][C:9]([O:12][CH3:13])=[CH:8][C:7]=1[O:14][CH3:15])[CH3:2].[S-:18][C:19]#[N:20].[K+].[OH:22][CH:23](O)[C:24](=O)[CH3:25].C(O)(=O)C, predict the reaction product. The product is: [CH2:1]([O:3][C:4](=[O:17])[CH:5]([C:6]1[CH:11]=[CH:10][C:9]([O:12][CH3:13])=[CH:8][C:7]=1[O:14][CH3:15])[N:16]1[C:24]([CH2:23][OH:22])=[CH:25][N:20]=[C:19]1[SH:18])[CH3:2]. (5) The product is: [CH3:1][N:2]([CH3:25])[C:3]([C:5]1[CH:14]=[C:13]2[C:8]([CH:9]=[C:10]([NH:16][C:17]3[CH:21]=[C:20]([CH3:22])[NH:19][N:18]=3)[N:11]=[C:12]2[Cl:28])=[CH:7][C:6]=1[O:23][CH3:24])=[O:4]. Given the reactants [CH3:1][N:2]([CH3:25])[C:3]([C:5]1[CH:14]=[C:13]2[C:8]([CH:9]=[C:10]([NH:16][C:17]3[CH:21]=[C:20]([CH3:22])[NH:19][N:18]=3)[N:11]=[C:12]2O)=[CH:7][C:6]=1[O:23][CH3:24])=[O:4].O=P(Cl)(Cl)[Cl:28], predict the reaction product. (6) The product is: [Cl:1][C@H:2]([CH2:6][CH2:7][CH2:8][CH2:9][C:10]([O:12][CH3:13])=[O:11])[C:3]([OH:5])=[O:4]. Given the reactants [Cl:1][CH:2]([CH2:6][CH2:7][CH2:8][CH2:9][C:10]([O:12][CH3:13])=[O:11])[C:3]([OH:5])=[O:4].CCOC(C)=O.CO.[Na+].[Cl-], predict the reaction product. (7) Given the reactants [CH3:1][O:2][C:3](=[O:19])[C@@H:4]([NH:8][C:9](=[O:18])[C:10]1[C:15]([Cl:16])=[CH:14][CH:13]=[CH:12][C:11]=1[Cl:17])[CH2:5][CH:6]=[CH2:7].I[C:21]1[CH:26]=[CH:25][C:24]([N:27]([CH:34]([CH3:36])[CH3:35])[C:28]2[N:33]=[CH:32][CH:31]=[CH:30][N:29]=2)=[CH:23][CH:22]=1.C(=O)([O-])[O-].[K+].[K+].C(OCC)(=O)C, predict the reaction product. The product is: [CH3:1][O:2][C:3](=[O:19])[C@@H:4]([NH:8][C:9](=[O:18])[C:10]1[C:11]([Cl:17])=[CH:12][CH:13]=[CH:14][C:15]=1[Cl:16])[CH2:5]/[CH:6]=[CH:7]/[C:21]1[CH:26]=[CH:25][C:24]([N:27]([CH:34]([CH3:36])[CH3:35])[C:28]2[N:29]=[CH:30][CH:31]=[CH:32][N:33]=2)=[CH:23][CH:22]=1. (8) Given the reactants [NH2:1][C:2]1[CH:7]=[CH:6][C:5]([CH2:8][C:9]([NH:11][C:12]2[CH:17]=[CH:16][C:15]([O:18][CH3:19])=[CH:14][CH:13]=2)=[O:10])=[CH:4][CH:3]=1.S(O)(O)(=O)=O.[Cl:25][C:26]1[NH:27][CH2:28][CH2:29][N:30]=1, predict the reaction product. The product is: [ClH:25].[NH:27]1[CH2:28][CH2:29][NH:30][C:26]1=[N:1][C:2]1[CH:3]=[CH:4][C:5]([CH2:8][C:9]([NH:11][C:12]2[CH:13]=[CH:14][C:15]([O:18][CH3:19])=[CH:16][CH:17]=2)=[O:10])=[CH:6][CH:7]=1.